Dataset: Catalyst prediction with 721,799 reactions and 888 catalyst types from USPTO. Task: Predict which catalyst facilitates the given reaction. (1) Reactant: [H-].[H-].[H-].[H-].[Li+].[Al+3].[CH:7]1([C:14](O)=[O:15])[CH2:13][CH2:12][CH2:11][CH2:10][CH2:9][CH2:8]1.O.[OH-].[Na+]. Product: [CH:7]1([CH2:14][OH:15])[CH2:13][CH2:12][CH2:11][CH2:10][CH2:9][CH2:8]1. The catalyst class is: 28. (2) Product: [F:27][C:28]1[CH:36]=[CH:35][C:31]([C:32]([C:9]2[C:10]3[CH:11]=[N:12][C:13]([C:16]([O:18][CH2:19][CH3:20])=[O:17])=[CH:14][C:15]=3[N:7]([CH2:6][C:5]3[CH:4]=[CH:3][C:2]([F:1])=[CH:22][CH:21]=3)[CH:8]=2)=[O:33])=[CH:30][CH:29]=1. Reactant: [F:1][C:2]1[CH:22]=[CH:21][C:5]([CH2:6][N:7]2[C:15]3[CH:14]=[C:13]([C:16]([O:18][CH2:19][CH3:20])=[O:17])[N:12]=[CH:11][C:10]=3[CH:9]=[CH:8]2)=[CH:4][CH:3]=1.[Cl-].[Al+3].[Cl-].[Cl-].[F:27][C:28]1[CH:36]=[CH:35][C:31]([C:32](Br)=[O:33])=[CH:30][CH:29]=1. The catalyst class is: 4. (3) Reactant: [F:1][C:2]1[CH:3]=[C:4]([C@@H:9]2[CH2:13][N:12]([CH2:14][CH2:15][O:16][CH3:17])[CH2:11][C@H:10]2[NH:18][C:19](=[O:36])[NH:20][C:21]2[N:25]([C:26]3[CH:31]=[CH:30][CH:29]=[CH:28][CH:27]=3)[N:24]=[C:23]([C:32]([OH:34])=O)[C:22]=2[CH3:35])[CH:5]=[CH:6][C:7]=1[F:8].C[CH2:38][N:39](C(C)C)C(C)C.Cl.CN.CN(C(ON1N=NC2C=CC=NC1=2)=[N+](C)C)C.F[P-](F)(F)(F)(F)F. Product: [F:1][C:2]1[CH:3]=[C:4]([C@@H:9]2[CH2:13][N:12]([CH2:14][CH2:15][O:16][CH3:17])[CH2:11][C@H:10]2[NH:18][C:19](=[O:36])[NH:20][C:21]2[N:25]([C:26]3[CH:31]=[CH:30][CH:29]=[CH:28][CH:27]=3)[N:24]=[C:23]([C:32]([NH:39][CH3:38])=[O:34])[C:22]=2[CH3:35])[CH:5]=[CH:6][C:7]=1[F:8]. The catalyst class is: 3. (4) Reactant: [NH2:1][C:2]1[CH:6]=[CH:5][S:4][C:3]=1[C:7]([O:9][CH3:10])=[O:8].[OH-].[K+].ClC(OC(Cl)(Cl)Cl)=[O:15]. Product: [NH:1]1[C:2]2[CH:6]=[CH:5][S:4][C:3]=2[C:7](=[O:8])[O:9][C:10]1=[O:15]. The catalyst class is: 6. (5) Reactant: Br[CH2:2][C:3]([C:5]1[CH:10]=[CH:9][C:8]([S:11][CH3:12])=[CH:7][CH:6]=1)=O.[C:13]1([CH2:19][C:20]([OH:22])=[O:21])[CH:18]=[CH:17][CH:16]=[CH:15][CH:14]=1.C1OCCOCCOCCOCCOCCOC1.C(=O)([O-])[O-].[K+].[K+]. Product: [CH3:12][S:11][C:8]1[CH:9]=[CH:10][C:5]([C:3]2[CH2:2][O:21][C:20](=[O:22])[C:19]=2[C:13]2[CH:18]=[CH:17][CH:16]=[CH:15][CH:14]=2)=[CH:6][CH:7]=1. The catalyst class is: 10. (6) Reactant: [C:1]([O:4][C:5]1[C:6]([CH3:28])=[C:7]2[C:12](=[C:13]([CH3:16])[C:14]=1[CH3:15])[O:11][C:10]([CH2:18][O:19][C:20]1[CH:26]=[CH:25][C:23]([NH2:24])=[CH:22][CH:21]=1)([CH3:17])[CH2:9][C:8]2=[O:27])(=[O:3])[CH3:2].CC(N(C)C)=O.[Cl:35][C:36]1[CH:44]=[CH:43][C:42]([N+:45]([O-:47])=[O:46])=[CH:41][C:37]=1[C:38](Cl)=[O:39]. Product: [C:1]([O:4][C:5]1[C:6]([CH3:28])=[C:7]2[C:12](=[C:13]([CH3:16])[C:14]=1[CH3:15])[O:11][C:10]([CH2:18][O:19][C:20]1[CH:21]=[CH:22][C:23]([NH:24][C:38]([C:37]3[CH:41]=[C:42]([N+:45]([O-:47])=[O:46])[CH:43]=[CH:44][C:36]=3[Cl:35])=[O:39])=[CH:25][CH:26]=1)([CH3:17])[CH2:9][C:8]2=[O:27])(=[O:3])[CH3:2]. The catalyst class is: 5. (7) Reactant: [F:1][C:2]([F:18])([F:17])[C:3]1[CH:8]=[CH:7][C:6]([NH:9][C:10](=[O:16])[CH2:11][C@@H:12]([OH:15])[CH2:13][CH3:14])=[CH:5][CH:4]=1.N1C=CC=CC=1.[CH3:25][C:26]1[CH:31]=[CH:30][C:29]([S:32](Cl)(=[O:34])=[O:33])=[CH:28][CH:27]=1. Product: [F:1][C:2]([F:17])([F:18])[C:3]1[CH:8]=[CH:7][C:6]([NH:9][C:10](=[O:16])[CH2:11][C@@H:12]([O:15][S:32]([C:29]2[CH:30]=[CH:31][C:26]([CH3:25])=[CH:27][CH:28]=2)(=[O:34])=[O:33])[CH2:13][CH3:14])=[CH:5][CH:4]=1. The catalyst class is: 6. (8) Reactant: [C:1]([O:5][C:6](=[O:25])[N:7]([CH2:15][C:16]1[CH:21]=[CH:20][C:19]([NH2:22])=[C:18]([O:23][CH3:24])[CH:17]=1)[CH2:8][C:9]1[CH:14]=[CH:13][CH:12]=[CH:11][CH:10]=1)([CH3:4])([CH3:3])[CH3:2].[C:26]([C:28]1[N:29]=[CH:30][C:31]([NH:34][C:35](=O)[O:36]C2C=CC=CC=2)=[N:32][CH:33]=1)#[N:27]. Product: [C:1]([O:5][C:6](=[O:25])[N:7]([CH2:8][C:9]1[CH:14]=[CH:13][CH:12]=[CH:11][CH:10]=1)[CH2:15][C:16]1[CH:21]=[CH:20][C:19]([NH:22][C:35]([NH:34][C:31]2[CH:30]=[N:29][C:28]([C:26]#[N:27])=[CH:33][N:32]=2)=[O:36])=[C:18]([O:23][CH3:24])[CH:17]=1)([CH3:4])([CH3:3])[CH3:2]. The catalyst class is: 3. (9) Reactant: C([O:8][C:9]1[CH:14]=[CH:13][C:12]([C:15]2[CH:16]=[C:17]3[C:21](=[CH:22][C:23]=2[Cl:24])[NH:20][C:19]([CH2:25][C:26]2[CH:27]=[CH:28][C:29]([CH3:36])=[C:30]([CH:35]=2)[C:31]([O:33][CH3:34])=[O:32])=[CH:18]3)=[C:11]([F:37])[CH:10]=1)C1C=CC=CC=1.CO.C1COCC1.C1CC=CCC=1. Product: [Cl:24][C:23]1[CH:22]=[C:21]2[C:17]([CH:18]=[C:19]([CH2:25][C:26]3[CH:27]=[CH:28][C:29]([CH3:36])=[C:30]([CH:35]=3)[C:31]([O:33][CH3:34])=[O:32])[NH:20]2)=[CH:16][C:15]=1[C:12]1[CH:13]=[CH:14][C:9]([OH:8])=[CH:10][C:11]=1[F:37]. The catalyst class is: 78. (10) Reactant: [F:1][C:2]1[CH:9]=[C:8]([OH:10])[CH:7]=[CH:6][C:3]=1[C:4]#[N:5].C(=O)([O-])[O-].[K+].[K+].[CH2:17](Br)[C:18]1[CH:23]=[CH:22][CH:21]=[CH:20][CH:19]=1.O. Product: [CH2:17]([O:10][C:8]1[CH:7]=[CH:6][C:3]([C:4]#[N:5])=[C:2]([F:1])[CH:9]=1)[C:18]1[CH:23]=[CH:22][CH:21]=[CH:20][CH:19]=1. The catalyst class is: 42.